From a dataset of Reaction yield outcomes from USPTO patents with 853,638 reactions. Predict the reaction yield, written as a fraction of the theoretical maximum amount of product (1.0 means a 100% yield; for example, 0.34 means a 34% yield). The reactants are I[C:2]1[CH:3]=[C:4]([N:8]2[C:16]3[C:11](=[CH:12][CH:13]=[CH:14][CH:15]=3)[C:10]([C:17]([NH2:19])=[O:18])=[N:9]2)[CH:5]=[CH:6][CH:7]=1.[N:20]1[CH:25]=[CH:24][CH:23]=[CH:22][C:21]=1[C@:26]([OH:30])([C:28]#[CH:29])[CH3:27]. No catalyst specified. The product is [OH:30][C@:26]([C:21]1[CH:22]=[CH:23][CH:24]=[CH:25][N:20]=1)([CH3:27])[C:28]#[C:29][C:2]1[CH:3]=[C:4]([N:8]2[C:16]3[C:11](=[CH:12][CH:13]=[CH:14][CH:15]=3)[C:10]([C:17]([NH2:19])=[O:18])=[N:9]2)[CH:5]=[CH:6][CH:7]=1. The yield is 0.100.